Dataset: Catalyst prediction with 721,799 reactions and 888 catalyst types from USPTO. Task: Predict which catalyst facilitates the given reaction. (1) Reactant: Cl.[CH3:2][N:3]([CH:15]1[CH2:20][CH2:19][NH:18][CH2:17][CH2:16]1)[C:4]([C:6]1[CH:14]=[CH:13][C:9]2=[N:10][O:11][N:12]=[C:8]2[CH:7]=1)=[O:5].C(N(CC)CC)C.[CH3:28][S:29](Cl)(=[O:31])=[O:30]. Product: [CH3:2][N:3]([CH:15]1[CH2:20][CH2:19][N:18]([S:29]([CH3:28])(=[O:31])=[O:30])[CH2:17][CH2:16]1)[C:4]([C:6]1[CH:14]=[CH:13][C:9]2=[N:10][O:11][N:12]=[C:8]2[CH:7]=1)=[O:5]. The catalyst class is: 22. (2) Product: [CH3:15][O:16][C:17](=[O:24])[CH:18]([N:9]1[C:10]2[C:6](=[CH:5][C:4]([Cl:3])=[CH:12][CH:11]=2)[C:7](=[O:14])[C:8]1=[O:13])[CH2:19][CH:20]([CH3:22])[CH3:21]. Reactant: [H-].[Na+].[Cl:3][C:4]1[CH:5]=[C:6]2[C:10](=[CH:11][CH:12]=1)[NH:9][C:8](=[O:13])[C:7]2=[O:14].[CH3:15][O:16][C:17](=[O:24])[CH:18](Br)[CH2:19][CH:20]([CH3:22])[CH3:21]. The catalyst class is: 35. (3) Reactant: C[O-].[Na+].[CH3:4][O:5][C:6]1[CH:11]=[CH:10][CH:9]=[CH:8][C:7]=1[C:12]([NH2:14])=[NH:13].C([O:17][C:18]([CH:20]1[CH2:25][CH2:24][CH2:23][CH2:22][C:21]1=O)=O)C. Product: [CH3:4][O:5][C:6]1[CH:11]=[CH:10][CH:9]=[CH:8][C:7]=1[C:12]1[NH:14][C:21]2[CH2:22][CH2:23][CH2:24][CH2:25][C:20]=2[C:18](=[O:17])[N:13]=1. The catalyst class is: 71. (4) Reactant: [CH2:1]([O:4][C:5]1[CH:13]=[CH:12][C:8]([C:9](O)=[O:10])=[CH:7][CH:6]=1)[CH:2]=[CH2:3].C(Cl)(=O)C([Cl:17])=O.C(=O)=O.Cl. Product: [CH2:1]([O:4][C:5]1[CH:13]=[CH:12][C:8]([C:9]([Cl:17])=[O:10])=[CH:7][CH:6]=1)[CH:2]=[CH2:3]. The catalyst class is: 695. (5) Reactant: [Br:1][C:2]1[C:7]2[O:8][CH:9]([C:19](OCC)=[O:20])[CH2:10][N:11]([C:12]([O:14][C:15]([CH3:18])([CH3:17])[CH3:16])=[O:13])[C:6]=2[CH:5]=[CH:4][CH:3]=1.[BH4-].[Li+].O. Product: [Br:1][C:2]1[C:7]2[O:8][CH:9]([CH2:19][OH:20])[CH2:10][N:11]([C:12]([O:14][C:15]([CH3:16])([CH3:17])[CH3:18])=[O:13])[C:6]=2[CH:5]=[CH:4][CH:3]=1. The catalyst class is: 7. (6) Product: [Cl:24][C:18]1[C:19](=[O:23])[N:20]([CH3:22])[CH:21]=[C:16]([NH:15][CH:8]([C:5]2[CH:6]=[CH:7][C:2]([Cl:1])=[CH:3][CH:4]=2)[C:9]([O:11][CH2:12][CH3:13])=[O:10])[CH:17]=1. The catalyst class is: 513. Reactant: [Cl:1][C:2]1[CH:7]=[CH:6][C:5]([CH:8](O)[C:9]([O:11][CH2:12][CH3:13])=[O:10])=[CH:4][CH:3]=1.[NH2:15][C:16]1[CH:17]=[C:18]([Cl:24])[C:19](=[O:23])[N:20]([CH3:22])[CH:21]=1. (7) Reactant: [NH2:1][CH2:2][CH2:3][C:4]([OH:6])=[O:5].[C:7]1(=O)[C:11]2[CH:12]=[CH:13][CH:14]=[CH:15][C:10]=2[C:9](=[O:16])[O:8]1.C([O-])(=O)C.[K+]. Product: [O:8]=[C:7]1[C:11]2[C:10](=[CH:15][CH:14]=[CH:13][CH:12]=2)[C:9](=[O:16])[N:1]1[CH2:2][CH2:3][C:4]([OH:6])=[O:5]. The catalyst class is: 342.